Dataset: Retrosynthesis with 50K atom-mapped reactions and 10 reaction types from USPTO. Task: Predict the reactants needed to synthesize the given product. (1) Given the product Clc1ccc(Cn2cnnc2[C@H]2CCCN2)cc1, predict the reactants needed to synthesize it. The reactants are: CC(C)(C)OC(=O)N1CCC[C@@H]1c1nncn1Cc1ccc(Cl)cc1. (2) Given the product COc1cc(N2CCN(C(=O)Cn3nc(N4CCOCC4)c4cccnc43)CC2)ccc1Cl, predict the reactants needed to synthesize it. The reactants are: C1COCCN1.COc1cc(N2CCN(C(=O)Cn3nc(I)c4cccnc43)CC2)ccc1Cl. (3) Given the product NS(=O)(=O)c1ccccc1NC(=O)c1ccc([N+](=O)[O-])c(OCc2ccccc2)c1, predict the reactants needed to synthesize it. The reactants are: Nc1ccccc1S(N)(=O)=O.O=C(O)c1ccc([N+](=O)[O-])c(OCc2ccccc2)c1. (4) Given the product Cn1cc(Br)cc(Nc2ccc(N3CC(O)C3)cn2)c1=O, predict the reactants needed to synthesize it. The reactants are: Cn1cc(Br)cc(Br)c1=O.Nc1ccc(N2CC(O)C2)cn1. (5) Given the product Cc1ccc(CCCO)o1, predict the reactants needed to synthesize it. The reactants are: COC(=O)CCc1ccc(C)o1.